Task: Predict the reaction yield, written as a fraction of the theoretical maximum amount of product (1.0 means a 100% yield; for example, 0.34 means a 34% yield).. Dataset: Reaction yield outcomes from USPTO patents with 853,638 reactions (1) The reactants are [NH2:1][C:2]1[N:3]=[N:4][CH:5]=[CH:6][C:7]=1[C:8]([OH:10])=[O:9].[CH:11](=O)[C:12]1[CH:17]=[CH:16][CH:15]=[CH:14][CH:13]=1.[Na]. The catalyst is CN(C=O)C. The product is [CH2:11]([NH:1][C:2]1[N:3]=[N:4][CH:5]=[CH:6][C:7]=1[C:8]([OH:10])=[O:9])[C:12]1[CH:17]=[CH:16][CH:15]=[CH:14][CH:13]=1. The yield is 0.0400. (2) The reactants are [NH2:1][C:2]1[N:3]=[C:4]2[CH:9]=[CH:8][C:7]([O:10][C:11]3[CH:12]=[C:13]([NH:17][C:18](=[O:29])[C:19]4[CH:24]=[CH:23][CH:22]=[C:21]([C:25]([F:28])([F:27])[F:26])[CH:20]=4)[CH:14]=[CH:15][CH:16]=3)=[N:6][N:5]2[CH:30]=1.[CH:31]1([C:36](Cl)=[O:37])[CH2:35][CH2:34][CH2:33][CH2:32]1.C(N(CC)CC)C. The catalyst is O1CCCC1. The product is [CH:31]1([C:36]([NH:1][C:2]2[N:3]=[C:4]3[CH:9]=[CH:8][C:7]([O:10][C:11]4[CH:12]=[C:13]([NH:17][C:18](=[O:29])[C:19]5[CH:24]=[CH:23][CH:22]=[C:21]([C:25]([F:28])([F:27])[F:26])[CH:20]=5)[CH:14]=[CH:15][CH:16]=4)=[N:6][N:5]3[CH:30]=2)=[O:37])[CH2:35][CH2:34][CH2:33][CH2:32]1. The yield is 0.570. (3) The reactants are [NH2:1][C:2]1[CH:7]=[CH:6][CH:5]=[CH:4][C:3]=1[NH:8][C:9](=[O:17])[C:10]1[CH:15]=[CH:14][C:13](Cl)=[N:12][CH:11]=1.[CH2:18]([NH2:22])[CH2:19][CH2:20][NH2:21]. No catalyst specified. The product is [NH2:1][C:2]1[CH:7]=[CH:6][CH:5]=[CH:4][C:3]=1[NH:8][C:9](=[O:17])[C:10]1[CH:15]=[CH:14][C:13]([NH:21][CH2:20][CH2:19][CH2:18][NH2:22])=[N:12][CH:11]=1. The yield is 0.590. (4) The reactants are [C:1]([NH:4][C:5]1[CH:10]=[CH:9][CH:8]=[CH:7][C:6]=1[CH2:11][C:12]([O:14][CH3:15])=[O:13])(=[O:3])[CH3:2].[N:16](OC(C)(C)C)=O. The catalyst is C(O)(=O)C.O.C(OC(=O)C)(=O)C. The product is [C:1]([N:4]1[C:5]2[C:6](=[CH:7][CH:8]=[CH:9][CH:10]=2)[C:11]([C:12]([O:14][CH3:15])=[O:13])=[N:16]1)(=[O:3])[CH3:2]. The yield is 0.850.